Predict the reactants needed to synthesize the given product. From a dataset of Full USPTO retrosynthesis dataset with 1.9M reactions from patents (1976-2016). (1) The reactants are: [CH:1]([C:3]1[CH:4]=[C:5]([CH:22]=[C:23]([CH:25]=O)[CH:24]=1)[O:6][CH2:7][CH2:8][CH2:9][N:10]([CH2:18][CH:19]([CH3:21])[CH3:20])C(=O)OC(C)(C)C)=O.[NH2:27][CH2:28][CH2:29][CH2:30][NH:31][CH2:32][CH2:33][CH2:34][NH:35]C(=O)OC(C)(C)C.[BH4-].[Na+].[OH-].[Na+]. Given the product [CH2:18]([NH:10][CH2:9][CH2:8][CH2:7][O:6][C:5]1[CH:4]=[C:3]([CH2:1][NH:35][CH2:34][CH2:33][CH2:32][NH:31][CH2:30][CH2:29][CH2:28][NH2:27])[CH:24]=[C:23]([CH2:25][NH:27][CH2:28][CH2:29][CH2:30][NH:31][CH2:32][CH2:33][CH2:34][NH2:35])[CH:22]=1)[CH:19]([CH3:20])[CH3:21], predict the reactants needed to synthesize it. (2) Given the product [C:18]([C:17]1[CH:20]=[CH:21][C:14]([O:13][CH2:2][C:3]2[CH:4]=[C:5]([CH:10]=[CH:11][CH:12]=2)[C:6]([O:8][CH3:9])=[O:7])=[CH:15][CH:16]=1)#[N:19], predict the reactants needed to synthesize it. The reactants are: Br[CH2:2][C:3]1[CH:4]=[C:5]([CH:10]=[CH:11][CH:12]=1)[C:6]([O:8][CH3:9])=[O:7].[OH:13][C:14]1[CH:21]=[CH:20][C:17]([C:18]#[N:19])=[CH:16][CH:15]=1.C(=O)([O-])[O-].[K+].[K+]. (3) Given the product [CH3:49][N:48]([CH2:47][C:46]1[N:38]([C:35]2[CH:34]=[CH:33][C:32]([NH:31][C:1]([NH:8][CH3:5])=[O:4])=[CH:37][CH:36]=2)[N:39]=[C:40]2[C:45]=1[C:44](=[O:51])[N:43]([C:52]1[CH:57]=[CH:56][CH:55]=[C:54]([O:58][CH3:59])[C:53]=1[F:60])[C:42](=[O:61])[N:41]2[CH2:62][C:63]1[C:68]([C:69]([F:72])([F:71])[F:70])=[CH:67][CH:66]=[CH:65][C:64]=1[F:73])[CH3:50], predict the reactants needed to synthesize it. The reactants are: [C:1]([OH:4])(=O)C.[CH:5]([N:8](CC)C(C)C)(C)C.C1(P(N=[N+]=[N-])(C2C=CC=CC=2)=O)C=CC=CC=1.[NH2:31][C:32]1[CH:37]=[CH:36][C:35]([N:38]2[C:46]([CH2:47][N:48]([CH3:50])[CH3:49])=[C:45]3[C:40]([N:41]([CH2:62][C:63]4[C:68]([C:69]([F:72])([F:71])[F:70])=[CH:67][CH:66]=[CH:65][C:64]=4[F:73])[C:42](=[O:61])[N:43]([C:52]4[CH:57]=[CH:56][CH:55]=[C:54]([O:58][CH3:59])[C:53]=4[F:60])[C:44]3=[O:51])=[N:39]2)=[CH:34][CH:33]=1.C(=O)(O)[O-].[Na+].